This data is from NCI-60 drug combinations with 297,098 pairs across 59 cell lines. The task is: Regression. Given two drug SMILES strings and cell line genomic features, predict the synergy score measuring deviation from expected non-interaction effect. (1) Drug 1: C1CC(C1)(C(=O)O)C(=O)O.[NH2-].[NH2-].[Pt+2]. Drug 2: CC(C)(C#N)C1=CC(=CC(=C1)CN2C=NC=N2)C(C)(C)C#N. Cell line: OVCAR3. Synergy scores: CSS=-3.50, Synergy_ZIP=0.211, Synergy_Bliss=-1.51, Synergy_Loewe=-4.04, Synergy_HSA=-3.19. (2) Drug 1: CCC(=C(C1=CC=CC=C1)C2=CC=C(C=C2)OCCN(C)C)C3=CC=CC=C3.C(C(=O)O)C(CC(=O)O)(C(=O)O)O. Drug 2: CC1=C(N=C(N=C1N)C(CC(=O)N)NCC(C(=O)N)N)C(=O)NC(C(C2=CN=CN2)OC3C(C(C(C(O3)CO)O)O)OC4C(C(C(C(O4)CO)O)OC(=O)N)O)C(=O)NC(C)C(C(C)C(=O)NC(C(C)O)C(=O)NCCC5=NC(=CS5)C6=NC(=CS6)C(=O)NCCC[S+](C)C)O. Cell line: RXF 393. Synergy scores: CSS=15.0, Synergy_ZIP=-2.01, Synergy_Bliss=1.85, Synergy_Loewe=-11.1, Synergy_HSA=0.160. (3) Drug 1: CC1OCC2C(O1)C(C(C(O2)OC3C4COC(=O)C4C(C5=CC6=C(C=C35)OCO6)C7=CC(=C(C(=C7)OC)O)OC)O)O. Drug 2: CCC1=C2CN3C(=CC4=C(C3=O)COC(=O)C4(CC)O)C2=NC5=C1C=C(C=C5)O. Cell line: SK-MEL-2. Synergy scores: CSS=41.4, Synergy_ZIP=-4.56, Synergy_Bliss=0.577, Synergy_Loewe=-2.14, Synergy_HSA=4.42. (4) Drug 1: C1C(C(OC1N2C=C(C(=O)NC2=O)F)CO)O. Synergy scores: CSS=8.00, Synergy_ZIP=7.42, Synergy_Bliss=8.82, Synergy_Loewe=-6.73, Synergy_HSA=-0.504. Cell line: SK-MEL-2. Drug 2: CC1C(C(CC(O1)OC2CC(OC(C2O)C)OC3=CC4=CC5=C(C(=O)C(C(C5)C(C(=O)C(C(C)O)O)OC)OC6CC(C(C(O6)C)O)OC7CC(C(C(O7)C)O)OC8CC(C(C(O8)C)O)(C)O)C(=C4C(=C3C)O)O)O)O. (5) Drug 1: C1CCC(CC1)NC(=O)N(CCCl)N=O. Drug 2: C1CC(C1)(C(=O)O)C(=O)O.[NH2-].[NH2-].[Pt+2]. Cell line: TK-10. Synergy scores: CSS=13.7, Synergy_ZIP=-6.01, Synergy_Bliss=-3.81, Synergy_Loewe=-4.71, Synergy_HSA=-2.26. (6) Drug 1: CC1CCC2CC(C(=CC=CC=CC(CC(C(=O)C(C(C(=CC(C(=O)CC(OC(=O)C3CCCCN3C(=O)C(=O)C1(O2)O)C(C)CC4CCC(C(C4)OC)OCCO)C)C)O)OC)C)C)C)OC. Drug 2: C1CNP(=O)(OC1)N(CCCl)CCCl. Cell line: K-562. Synergy scores: CSS=9.50, Synergy_ZIP=-8.59, Synergy_Bliss=-8.00, Synergy_Loewe=-27.4, Synergy_HSA=-5.76. (7) Drug 1: CN(CC1=CN=C2C(=N1)C(=NC(=N2)N)N)C3=CC=C(C=C3)C(=O)NC(CCC(=O)O)C(=O)O. Drug 2: C(CC(=O)O)C(=O)CN.Cl. Cell line: MDA-MB-231. Synergy scores: CSS=2.72, Synergy_ZIP=-1.36, Synergy_Bliss=-2.91, Synergy_Loewe=-3.00, Synergy_HSA=-3.01. (8) Drug 1: CC1OCC2C(O1)C(C(C(O2)OC3C4COC(=O)C4C(C5=CC6=C(C=C35)OCO6)C7=CC(=C(C(=C7)OC)O)OC)O)O. Drug 2: CC1C(C(CC(O1)OC2CC(CC3=C2C(=C4C(=C3O)C(=O)C5=C(C4=O)C(=CC=C5)OC)O)(C(=O)CO)O)N)O.Cl. Cell line: CAKI-1. Synergy scores: CSS=48.4, Synergy_ZIP=-7.28, Synergy_Bliss=-3.70, Synergy_Loewe=0.497, Synergy_HSA=1.90.